Predict the product of the given reaction. From a dataset of Forward reaction prediction with 1.9M reactions from USPTO patents (1976-2016). (1) Given the reactants Cl[C:2]1[C:3](=[O:26])[N:4]([C:18]2[CH:23]=[CH:22][C:21]([Cl:24])=[C:20]([Cl:25])[CH:19]=2)[C:5](=[O:17])[C:6]=1[C:7]1[CH:12]=[CH:11][C:10]([C:13]([F:16])([F:15])[F:14])=[CH:9][CH:8]=1.[NH:27]1[CH2:32][CH2:31][O:30][CH2:29][CH2:28]1, predict the reaction product. The product is: [Cl:25][C:20]1[CH:19]=[C:18]([N:4]2[C:5](=[O:17])[C:6]([C:7]3[CH:12]=[CH:11][C:10]([C:13]([F:16])([F:15])[F:14])=[CH:9][CH:8]=3)=[C:2]([N:27]3[CH2:32][CH2:31][O:30][CH2:29][CH2:28]3)[C:3]2=[O:26])[CH:23]=[CH:22][C:21]=1[Cl:24]. (2) Given the reactants [F:1][C:2]1[CH:3]=[CH:4][CH:5]=[C:6]2[C:11]=1[NH:10][C:9](=[O:12])[CH2:8][CH2:7]2.Cl.Cl[CH2:15][CH2:16][N:17]([CH3:19])[CH3:18].C(=O)([O-])[O-].[K+].[K+], predict the reaction product. The product is: [CH3:18][N:17]([CH3:19])[CH2:16][CH2:15][N:10]1[C:11]2[C:6](=[CH:5][CH:4]=[CH:3][C:2]=2[F:1])[CH2:7][CH2:8][C:9]1=[O:12].